Dataset: Catalyst prediction with 721,799 reactions and 888 catalyst types from USPTO. Task: Predict which catalyst facilitates the given reaction. (1) Reactant: C(OC([N:11]1[CH2:15][CH2:14][CH:13]([CH:16]([NH2:22])[C:17]2[O:18][CH:19]=[CH:20][N:21]=2)[CH2:12]1)=O)C1C=CC=CC=1.C([O-])=O.[NH4+]. Product: [O:18]1[CH:19]=[CH:20][N:21]=[C:17]1[CH:16]([NH2:22])[CH:13]1[CH2:14][CH2:15][NH:11][CH2:12]1. The catalyst class is: 19. (2) Reactant: [C:1]1([S:7]([N:10]2[C:14]3=[N:15][CH:16]=[C:17]([N+:30]([O-])=O)[C:18]([NH:19][CH:20]4[CH2:25][CH2:24][N:23]([CH2:26][CH2:27][C:28]#[N:29])[CH2:22][CH2:21]4)=[C:13]3[CH:12]=[CH:11]2)(=[O:9])=[O:8])[CH:6]=[CH:5][CH:4]=[CH:3][CH:2]=1. Product: [NH2:30][C:17]1[C:18]([NH:19][CH:20]2[CH2:21][CH2:22][N:23]([CH2:26][CH2:27][C:28]#[N:29])[CH2:24][CH2:25]2)=[C:13]2[CH:12]=[CH:11][N:10]([S:7]([C:1]3[CH:2]=[CH:3][CH:4]=[CH:5][CH:6]=3)(=[O:9])=[O:8])[C:14]2=[N:15][CH:16]=1. The catalyst class is: 350.